Dataset: Full USPTO retrosynthesis dataset with 1.9M reactions from patents (1976-2016). Task: Predict the reactants needed to synthesize the given product. (1) Given the product [NH2:1][C:2]1[N:7]=[C:6]([C:8]2[CH:13]=[CH:12][C:11]([F:14])=[CH:10][CH:9]=2)[C:5]([C:15]#[N:16])=[C:4]([NH:27][CH2:26][C:21]2[CH:22]=[CH:23][CH:24]=[CH:25][N:20]=2)[N:3]=1, predict the reactants needed to synthesize it. The reactants are: [NH2:1][C:2]1[N:7]=[C:6]([C:8]2[CH:13]=[CH:12][C:11]([F:14])=[CH:10][CH:9]=2)[C:5]([C:15]#[N:16])=[C:4](S(C)=O)[N:3]=1.[N:20]1[CH:25]=[CH:24][CH:23]=[CH:22][C:21]=1[CH2:26][NH2:27]. (2) Given the product [F:25][C:2]1([F:1])[CH2:7][CH2:6][N:5]([CH2:8][CH2:9][O:10][C:11]2[CH:12]=[C:13]([C:17]([F:23])([F:24])[C:18]([OH:20])=[O:19])[CH:14]=[CH:15][CH:16]=2)[CH2:4][CH2:3]1, predict the reactants needed to synthesize it. The reactants are: [F:1][C:2]1([F:25])[CH2:7][CH2:6][N:5]([CH2:8][CH2:9][O:10][C:11]2[CH:12]=[C:13]([C:17]([F:24])([F:23])[C:18]([O:20]CC)=[O:19])[CH:14]=[CH:15][CH:16]=2)[CH2:4][CH2:3]1.CO.O.[OH-].[Li+]. (3) Given the product [ClH:1].[ClH:41].[Cl:1][C:2]1[CH:7]=[CH:6][C:5]([CH:8]([CH2:9][NH:10][CH:18]([CH3:20])[CH3:19])[C:21]([N:23]2[CH2:24][CH2:25][N:26]([C:29]3[C:30]4[C@H:37]([CH3:38])[CH2:36][C:35]([OH:40])([CH3:39])[C:31]=4[N:32]=[CH:33][N:34]=3)[CH2:27][CH2:28]2)=[O:22])=[CH:4][CH:3]=1, predict the reactants needed to synthesize it. The reactants are: [Cl:1][C:2]1[CH:7]=[CH:6][C:5]([CH:8]([C:21]([N:23]2[CH2:28][CH2:27][N:26]([C:29]3[C:30]4[C@H:37]([CH3:38])[CH2:36][C:35]([OH:40])([CH3:39])[C:31]=4[N:32]=[CH:33][N:34]=3)[CH2:25][CH2:24]2)=[O:22])[CH2:9][N:10]([CH:18]([CH3:20])[CH3:19])C(=O)OC(C)(C)C)=[CH:4][CH:3]=1.[ClH:41].O1CCOCC1. (4) Given the product [CH2:28]([C:20]1[N:19]([C:5]2[N:4]=[C:3]3[C:8]([N:9]=[C:10]([CH2:11][N:29]4[CH2:32][CH:31]([CH2:33][N:34]([CH3:40])[CH:35]5[CH2:39][CH2:38][O:37][CH2:36]5)[CH2:30]4)[N:2]3[CH3:1])=[C:7]([N:13]3[CH2:14][CH2:15][O:16][CH2:17][CH2:18]3)[N:6]=2)[C:23]2[CH:24]=[CH:25][CH:26]=[CH:27][C:22]=2[N:21]=1)[CH3:41], predict the reactants needed to synthesize it. The reactants are: [CH3:1][N:2]1[C:10]([CH:11]=O)=[N:9][C:8]2[C:3]1=[N:4][C:5]([N:19]1[C:23]3[CH:24]=[CH:25][CH:26]=[CH:27][C:22]=3[N:21]=[C:20]1[CH3:28])=[N:6][C:7]=2[N:13]1[CH2:18][CH2:17][O:16][CH2:15][CH2:14]1.[NH:29]1[CH2:32][CH:31]([CH2:33][N:34]([CH3:40])[CH:35]2[CH2:39][CH2:38][O:37][CH2:36]2)[CH2:30]1.[C:41](O[BH-](OC(=O)C)OC(=O)C)(=O)C.[Na+]. (5) The reactants are: C[C@@H]([NH3+])C1C=CC=CC=1.[CH2:10]([C@H:14]([CH2:18][OH:19])[C:15]([O-:17])=[O:16])[CH2:11][CH2:12][CH3:13].C(OC(C)C)(=O)C. Given the product [CH2:10]([C@H:14]([CH2:18][OH:19])[C:15]([OH:17])=[O:16])[CH2:11][CH2:12][CH3:13], predict the reactants needed to synthesize it.